This data is from Choline transporter screen with 302,306 compounds. The task is: Binary Classification. Given a drug SMILES string, predict its activity (active/inactive) in a high-throughput screening assay against a specified biological target. The drug is O(C1CCN(CC1)Cc1ncccc1)c1ccc(cc1)C(=O)N(Cc1occc1)C. The result is 0 (inactive).